This data is from Forward reaction prediction with 1.9M reactions from USPTO patents (1976-2016). The task is: Predict the product of the given reaction. (1) Given the reactants [NH2:1][C:2]1[N:7]=[CH:6][N:5]=[C:4]2[N:8]([CH2:12][CH2:13][OH:14])[N:9]=[C:10](I)[C:3]=12.[CH3:15][C:16]1[CH:17]=[C:18]([CH2:22][C:23]([N:25]2[C:33]3[C:28](=[CH:29][C:30](B4OC(C)(C)C(C)(C)O4)=[CH:31][CH:32]=3)[CH2:27][CH2:26]2)=[O:24])[CH:19]=[CH:20][CH:21]=1.C(=O)(O)[O-].[Na+].O1CCOCC1, predict the reaction product. The product is: [NH2:1][C:2]1[N:7]=[CH:6][N:5]=[C:4]2[N:8]([CH2:12][CH2:13][OH:14])[N:9]=[C:10]([C:30]3[CH:29]=[C:28]4[C:33](=[CH:32][CH:31]=3)[N:25]([C:23](=[O:24])[CH2:22][C:18]3[CH:19]=[CH:20][CH:21]=[C:16]([CH3:15])[CH:17]=3)[CH2:26][CH2:27]4)[C:3]=12. (2) Given the reactants [CH3:1][O:2][C:3]1[CH:22]=[CH:21][C:6]([CH2:7][C@@H:8]2[C:12]3=[N:13][C:14]4[CH:19]=[CH:18][CH:17]=[CH:16][C:15]=4[N:11]3[C:10](=[O:20])[NH:9]2)=[CH:5][CH:4]=1.[N:23]1[CH:28]=[CH:27][CH:26]=[C:25]([CH2:29][CH2:30][NH2:31])[CH:24]=1.C(O)(C(F)(F)F)=O, predict the reaction product. The product is: [NH:11]1[C:15]2[CH:16]=[CH:17][CH:18]=[CH:19][C:14]=2[N:13]=[C:12]1[C@H:8]([NH:9][C:10]([NH:31][CH2:30][CH2:29][C:25]1[CH:24]=[N:23][CH:28]=[CH:27][CH:26]=1)=[O:20])[CH2:7][C:6]1[CH:5]=[CH:4][C:3]([O:2][CH3:1])=[CH:22][CH:21]=1. (3) Given the reactants Br[C:2]1[CH:3]=[CH:4][C:5]([F:11])=[C:6]([N+:8]([O-:10])=[O:9])[CH:7]=1.[CH2:12]([N:14]([CH2:17][CH3:18])[CH2:15]C)C.C(P(C(C)(C)C)[C:24]1[CH:29]=CC=[CH:26][C:25]=1[C:24]1[CH:29]=CC=[CH:26][CH:25]=1)(C)(C)C, predict the reaction product. The product is: [N+:8]([C:6]1[CH:7]=[C:2]([C:24]2[CH:29]=[CH:18][C:17]([N:14]([CH3:12])[CH3:15])=[CH:26][CH:25]=2)[CH:3]=[CH:4][C:5]=1[F:11])([O-:10])=[O:9].